Dataset: Catalyst prediction with 721,799 reactions and 888 catalyst types from USPTO. Task: Predict which catalyst facilitates the given reaction. (1) Reactant: [OH:1][CH2:2][C@@H:3]1[CH2:5][C@H:4]1[CH2:6][C:7]([OH:9])=[O:8].[CH2:10](Br)[C:11]1[CH:16]=[CH:15][CH:14]=[CH:13][CH:12]=1.C(=O)([O-])[O-].[K+].[K+].CN(C=O)C. Product: [OH:1][CH2:2][C@@H:3]1[CH2:5][C@H:4]1[CH2:6][C:7]([O:9][CH2:10][C:11]1[CH:16]=[CH:15][CH:14]=[CH:13][CH:12]=1)=[O:8]. The catalyst class is: 6. (2) Reactant: O=[C:2]1[CH2:7][CH2:6][N:5]([C:8]([O:10][C:11]([CH3:14])([CH3:13])[CH3:12])=[O:9])[CH2:4][CH2:3]1.[F:15][C:16]([F:25])([F:24])[C:17]1[CH:18]=[C:19]([CH:21]=[CH:22][CH:23]=1)[NH2:20].C(O[BH-](OC(=O)C)OC(=O)C)(=O)C.[Na+].C([O-])(O)=O.[Na+]. Product: [F:15][C:16]([F:24])([F:25])[C:17]1[CH:18]=[C:19]([NH:20][CH:2]2[CH2:7][CH2:6][N:5]([C:8]([O:10][C:11]([CH3:14])([CH3:13])[CH3:12])=[O:9])[CH2:4][CH2:3]2)[CH:21]=[CH:22][CH:23]=1. The catalyst class is: 26. (3) Reactant: [F:1][C:2]([F:26])([F:25])[C:3]1[CH:12]=[C:11]([C:13]([F:16])([F:15])[F:14])[C:10]2[C:5](=[C:6]3[CH:19]=[C:18]([C:20]([O:22][CH2:23]C)=O)[NH:17][C:7]3=[CH:8][CH:9]=2)[N:4]=1.[NH2:27][NH2:28].O.C1(C)C=CC(S(O)(=O)=O)=CC=1. Product: [F:25][C:2]([F:26])([F:1])[C:3]1[CH:12]=[C:11]([C:13]([F:14])([F:15])[F:16])[C:10]2[C:5](=[C:6]3[CH:19]=[C:18]([C:20]4[O:22][CH:23]=[N:27][N:28]=4)[NH:17][C:7]3=[CH:8][CH:9]=2)[N:4]=1. The catalyst class is: 8. (4) Reactant: [H-].[Na+].[F:3][C:4]([F:12])([F:11])[C:5]([NH:7][CH:8]([CH3:10])[CH3:9])=[O:6].[Br:13][CH2:14][CH2:15][CH2:16][CH2:17]Br.O. Product: [Br:13][CH2:14][CH2:15][CH2:16][CH2:17][N:7]([CH:8]([CH3:10])[CH3:9])[C:5](=[O:6])[C:4]([F:12])([F:11])[F:3]. The catalyst class is: 3. (5) Reactant: [C:1]([O:5][C:6](=[O:19])[NH:7][C:8]1[CH:13]=[C:12]([F:14])[C:11]([Cl:15])=[CH:10][C:9]=1[N+:16]([O-])=O)([CH3:4])([CH3:3])[CH3:2]. Product: [C:1]([O:5][C:6](=[O:19])[NH:7][C:8]1[CH:13]=[C:12]([F:14])[C:11]([Cl:15])=[CH:10][C:9]=1[NH2:16])([CH3:4])([CH3:2])[CH3:3]. The catalyst class is: 553. (6) Reactant: [NH2:1][C:2]1[C:3]([C:20]([O:22][CH3:23])=[O:21])=[C:4]([CH:9]([C:15]([O:17][CH2:18][CH3:19])=[O:16])[C:10]([O:12][CH2:13][CH3:14])=[O:11])[CH:5]=[CH:6][C:7]=1[NH2:8].[CH3:24][O:25][C:26]1[CH:33]=[CH:32][CH:31]=[CH:30][C:27]=1[CH:28]=O.C1(Cl)C(=O)C(Cl)=C(Cl)C(=O)C=1Cl. Product: [CH3:23][O:22][C:20]([C:3]1[C:2]2[NH:1][C:28]([C:27]3[CH:30]=[CH:31][CH:32]=[CH:33][C:26]=3[O:25][CH3:24])=[N:8][C:7]=2[CH:6]=[CH:5][C:4]=1[CH:9]([C:10]([O:12][CH2:13][CH3:14])=[O:11])[C:15]([O:17][CH2:18][CH3:19])=[O:16])=[O:21]. The catalyst class is: 23.